Dataset: Forward reaction prediction with 1.9M reactions from USPTO patents (1976-2016). Task: Predict the product of the given reaction. (1) Given the reactants [CH:1]1([C:7]([CH3:11])([CH3:10])[CH:8]=O)[CH2:6][CH2:5][CH2:4][CH2:3][CH2:2]1.[Cl:12][C:13]1[CH:21]=[CH:20][C:16]([C:17]([NH2:19])=[O:18])=[CH:15][CH:14]=1.[NH:22]1[C:26]2[CH:27]=[CH:28][CH:29]=[CH:30][C:25]=2[N:24]=[N:23]1.C1(C)C=CC(S(O)(=O)=O)=CC=1, predict the reaction product. The product is: [N:22]1([CH:8]([NH:19][C:17](=[O:18])[C:16]2[CH:20]=[CH:21][C:13]([Cl:12])=[CH:14][CH:15]=2)[C:7]([CH:1]2[CH2:6][CH2:5][CH2:4][CH2:3][CH2:2]2)([CH3:11])[CH3:10])[C:26]2[CH:27]=[CH:28][CH:29]=[CH:30][C:25]=2[N:24]=[N:23]1. (2) Given the reactants Br[C:2]1[N:6]2[CH:7]=[C:8]([C:11]([F:14])([F:13])[F:12])[CH:9]=[CH:10][C:5]2=[N:4][CH:3]=1.[Cl:15][C:16]1[CH:21]=[C:20](B(O)O)[CH:19]=[CH:18][N:17]=1.C([O-])([O-])=O.[Na+].[Na+], predict the reaction product. The product is: [Cl:15][C:16]1[C:21]([C:2]2[N:6]3[CH:7]=[C:8]([C:11]([F:14])([F:13])[F:12])[CH:9]=[CH:10][C:5]3=[N:4][CH:3]=2)=[CH:20][CH:19]=[CH:18][N:17]=1. (3) Given the reactants [C:1]([CH2:3][C:4]1[CH:12]=[CH:11][C:7]([C:8]([OH:10])=O)=[CH:6][CH:5]=1)#[N:2].[CH3:13][N:14]1[CH2:19][CH2:18][NH:17][CH2:16][CH2:15]1.CN(C(ON1N=NC2C=CC=CC1=2)=[N+](C)C)C.[B-](F)(F)(F)F.C(N(CC)CC)C, predict the reaction product. The product is: [CH3:13][N:14]1[CH2:19][CH2:18][N:17]([C:8]([C:7]2[CH:6]=[CH:5][C:4]([CH2:3][C:1]#[N:2])=[CH:12][CH:11]=2)=[O:10])[CH2:16][CH2:15]1. (4) Given the reactants Br[C:2]1[CH:9]=[C:8]([C:10]([F:13])([F:12])[F:11])[CH:7]=[CH:6][C:3]=1[CH:4]=[O:5].CC1(C)C(C)(C)OB([C:22]2[CH:23]=[CH:24][C:25]([C:28]([NH:30][CH2:31][CH2:32][C:33]([O:35][CH2:36][CH3:37])=[O:34])=[O:29])=[N:26][CH:27]=2)O1.C([O-])([O-])=O.[K+].[K+].O, predict the reaction product. The product is: [CH:4]([C:3]1[CH:6]=[CH:7][C:8]([C:10]([F:13])([F:12])[F:11])=[CH:9][C:2]=1[C:22]1[CH:23]=[CH:24][C:25]([C:28]([NH:30][CH2:31][CH2:32][C:33]([O:35][CH2:36][CH3:37])=[O:34])=[O:29])=[N:26][CH:27]=1)=[O:5]. (5) Given the reactants [CH3:1][O:2][C:3]1[CH:8]=[CH:7][CH:6]=[CH:5][C:4]=1[NH:9][C:10](=[O:24])[NH:11][C:12]1[CH:17]=[CH:16][C:15]([CH2:18][C:19]([O:21]CC)=[O:20])=[CH:14][CH:13]=1.[OH-].[Na+].Cl, predict the reaction product. The product is: [CH3:1][O:2][C:3]1[CH:8]=[CH:7][CH:6]=[CH:5][C:4]=1[NH:9][C:10](=[O:24])[NH:11][C:12]1[CH:13]=[CH:14][C:15]([CH2:18][C:19]([OH:21])=[O:20])=[CH:16][CH:17]=1.